Dataset: Peptide-MHC class I binding affinity with 185,985 pairs from IEDB/IMGT. Task: Regression. Given a peptide amino acid sequence and an MHC pseudo amino acid sequence, predict their binding affinity value. This is MHC class I binding data. (1) The peptide sequence is PMVIENGILK. The MHC is HLA-A31:01 with pseudo-sequence HLA-A31:01. The binding affinity (normalized) is 0.0674. (2) The binding affinity (normalized) is 0.586. The MHC is Patr-A0101 with pseudo-sequence Patr-A0101. The peptide sequence is KLTPIAAAGR.